Regression. Given two drug SMILES strings and cell line genomic features, predict the synergy score measuring deviation from expected non-interaction effect. From a dataset of NCI-60 drug combinations with 297,098 pairs across 59 cell lines. (1) Drug 1: CC1C(C(CC(O1)OC2CC(OC(C2O)C)OC3=CC4=CC5=C(C(=O)C(C(C5)C(C(=O)C(C(C)O)O)OC)OC6CC(C(C(O6)C)O)OC7CC(C(C(O7)C)O)OC8CC(C(C(O8)C)O)(C)O)C(=C4C(=C3C)O)O)O)O. Drug 2: C(CCl)NC(=O)N(CCCl)N=O. Cell line: HCT-15. Synergy scores: CSS=32.0, Synergy_ZIP=-8.29, Synergy_Bliss=-6.57, Synergy_Loewe=-8.96, Synergy_HSA=-7.34. (2) Drug 1: CC1C(C(CC(O1)OC2CC(OC(C2O)C)OC3=CC4=CC5=C(C(=O)C(C(C5)C(C(=O)C(C(C)O)O)OC)OC6CC(C(C(O6)C)O)OC7CC(C(C(O7)C)O)OC8CC(C(C(O8)C)O)(C)O)C(=C4C(=C3C)O)O)O)O. Drug 2: COCCOC1=C(C=C2C(=C1)C(=NC=N2)NC3=CC=CC(=C3)C#C)OCCOC.Cl. Cell line: HCT116. Synergy scores: CSS=63.5, Synergy_ZIP=1.36, Synergy_Bliss=-0.216, Synergy_Loewe=-24.2, Synergy_HSA=0.652. (3) Drug 1: C1C(C(OC1N2C=NC3=C2NC=NCC3O)CO)O. Drug 2: CCC1(C2=C(COC1=O)C(=O)N3CC4=CC5=C(C=CC(=C5CN(C)C)O)N=C4C3=C2)O.Cl. Cell line: HS 578T. Synergy scores: CSS=5.64, Synergy_ZIP=-2.01, Synergy_Bliss=1.50, Synergy_Loewe=-5.22, Synergy_HSA=0.248. (4) Drug 1: C1CCC(C1)C(CC#N)N2C=C(C=N2)C3=C4C=CNC4=NC=N3. Drug 2: CC1=C2C(C(=O)C3(C(CC4C(C3C(C(C2(C)C)(CC1OC(=O)C(C(C5=CC=CC=C5)NC(=O)OC(C)(C)C)O)O)OC(=O)C6=CC=CC=C6)(CO4)OC(=O)C)O)C)O. Cell line: MDA-MB-435. Synergy scores: CSS=57.5, Synergy_ZIP=5.93, Synergy_Bliss=3.94, Synergy_Loewe=-42.3, Synergy_HSA=0.818. (5) Drug 1: C1CC(=O)NC(=O)C1N2CC3=C(C2=O)C=CC=C3N. Drug 2: CCC1(CC2CC(C3=C(CCN(C2)C1)C4=CC=CC=C4N3)(C5=C(C=C6C(=C5)C78CCN9C7C(C=CC9)(C(C(C8N6C=O)(C(=O)OC)O)OC(=O)C)CC)OC)C(=O)OC)O.OS(=O)(=O)O. Cell line: COLO 205. Synergy scores: CSS=8.80, Synergy_ZIP=2.98, Synergy_Bliss=1.82, Synergy_Loewe=-33.5, Synergy_HSA=-0.749. (6) Drug 1: CC1C(C(CC(O1)OC2CC(OC(C2O)C)OC3=CC4=CC5=C(C(=O)C(C(C5)C(C(=O)C(C(C)O)O)OC)OC6CC(C(C(O6)C)O)OC7CC(C(C(O7)C)O)OC8CC(C(C(O8)C)O)(C)O)C(=C4C(=C3C)O)O)O)O. Drug 2: C1=NNC2=C1C(=O)NC=N2. Cell line: HCC-2998. Synergy scores: CSS=67.0, Synergy_ZIP=-1.53, Synergy_Bliss=-6.44, Synergy_Loewe=-26.4, Synergy_HSA=-4.79. (7) Drug 1: CC1=CC2C(CCC3(C2CCC3(C(=O)C)OC(=O)C)C)C4(C1=CC(=O)CC4)C. Drug 2: C(CCl)NC(=O)N(CCCl)N=O. Cell line: SNB-19. Synergy scores: CSS=-0.876, Synergy_ZIP=3.07, Synergy_Bliss=3.92, Synergy_Loewe=-9.11, Synergy_HSA=-4.24.